From a dataset of Forward reaction prediction with 1.9M reactions from USPTO patents (1976-2016). Predict the product of the given reaction. (1) The product is: [CH2:1]([C:5]1[CH:6]=[CH:7][C:8]([C:11]#[C:12][C:13]2[CH:33]=[CH:32][C:16]([CH2:17][N:18]([C:19]3[CH:31]=[CH:30][C:22]4[O:23][C:24]([CH3:28])([CH3:29])[O:25][C:26](=[O:27])[C:21]=4[CH:20]=3)[C:42](=[O:43])[CH2:41][CH2:40][CH:35]3[CH2:39][CH2:38][CH2:37][CH2:36]3)=[C:15]([F:34])[CH:14]=2)=[CH:9][CH:10]=1)[CH2:2][CH2:3][CH3:4]. Given the reactants [CH2:1]([C:5]1[CH:10]=[CH:9][C:8]([C:11]#[C:12][C:13]2[CH:33]=[CH:32][C:16]([CH2:17][NH:18][C:19]3[CH:31]=[CH:30][C:22]4[O:23][C:24]([CH3:29])([CH3:28])[O:25][C:26](=[O:27])[C:21]=4[CH:20]=3)=[C:15]([F:34])[CH:14]=2)=[CH:7][CH:6]=1)[CH2:2][CH2:3][CH3:4].[CH:35]1([CH2:40][CH2:41][C:42](Cl)=[O:43])[CH2:39][CH2:38][CH2:37][CH2:36]1, predict the reaction product. (2) Given the reactants [Br:1][C:2]1[C:3]([N:18]2[CH2:22][CH2:21][CH:20]([CH:23]3[CH2:25][CH2:24]3)[CH2:19]2)=[C:4]([C@H:10]([OH:17])[C:11]([O:13][CH:14]([CH3:16])[CH3:15])=[O:12])[C:5]([CH3:9])=[N:6][C:7]=1[CH3:8], predict the reaction product. The product is: [Br:1][C:2]1[C:3]([N:18]2[CH2:22][CH2:21][CH:20]([CH:23]3[CH2:25][CH2:24]3)[CH2:19]2)=[C:4]([C@H:10]([O:17][C:4]([CH3:10])([CH3:5])[CH3:3])[C:11]([O:13][CH:14]([CH3:16])[CH3:15])=[O:12])[C:5]([CH3:9])=[N:6][C:7]=1[CH3:8].